From a dataset of Catalyst prediction with 721,799 reactions and 888 catalyst types from USPTO. Predict which catalyst facilitates the given reaction. (1) Reactant: [Cl:1][C:2]1[CH:3]=[C:4]([CH2:27][OH:28])[CH:5]=[N:6][C:7]=1[C:8]1[CH:13]=[CH:12][C:11]([C:14]2[NH:18][C:17]3[CH:19]=[C:20]([C:23]([F:26])([F:25])[F:24])[CH:21]=[CH:22][C:16]=3[N:15]=2)=[CH:10][CH:9]=1.[Mn]([O-])(=O)(=O)=[O:30].[K+]. Product: [Cl:1][C:2]1[C:7]([C:8]2[CH:13]=[CH:12][C:11]([C:14]3[NH:18][C:17]4[CH:19]=[C:20]([C:23]([F:25])([F:26])[F:24])[CH:21]=[CH:22][C:16]=4[N:15]=3)=[CH:10][CH:9]=2)=[N:6][CH:5]=[C:4]([CH:3]=1)[C:27]([OH:30])=[O:28]. The catalyst class is: 228. (2) Reactant: [N:1]1([C:7]([O:9]C(C)(C)C)=O)[CH2:6][CH2:5][NH:4][CH2:3][CH2:2]1.[Cl:14][C:15]1[S:19][C:18]([NH:20]C(=O)OC2C=CC=CC=2)=[N:17][C:16]=1[CH2:30][CH3:31]. Product: [Cl:14][C:15]1[S:19][C:18]([NH:20][C:7]([N:1]2[CH2:2][CH2:3][NH:4][CH2:5][CH2:6]2)=[O:9])=[N:17][C:16]=1[CH2:30][CH3:31]. The catalyst class is: 2. (3) Reactant: [Si:1]([O:8][CH:9]([CH2:19][N:20]1[C:32]2[C:31]3[CH:30]=[CH:29][CH:28]=[CH:27][C:26]=3[N:25]=[CH:24][C:23]=2[N:22]=[C:21]1[CH2:33][CH2:34][CH3:35])[CH2:10][NH:11][C:12](=[O:18])[O:13][C:14]([CH3:17])([CH3:16])[CH3:15])([C:4]([CH3:7])([CH3:6])[CH3:5])([CH3:3])[CH3:2].C1C=C(Cl)C=C(C(OO)=O)C=1.[OH-].[NH4+:48].C1(C)C=CC(S(Cl)(=O)=O)=CC=1. Product: [NH2:48][C:24]1[C:23]2[N:22]=[C:21]([CH2:33][CH2:34][CH3:35])[N:20]([CH2:19][CH:9]([O:8][Si:1]([C:4]([CH3:5])([CH3:6])[CH3:7])([CH3:3])[CH3:2])[CH2:10][NH:11][C:12](=[O:18])[O:13][C:14]([CH3:15])([CH3:16])[CH3:17])[C:32]=2[C:31]2[CH:30]=[CH:29][CH:28]=[CH:27][C:26]=2[N:25]=1. The catalyst class is: 22.